This data is from NCI-60 drug combinations with 297,098 pairs across 59 cell lines. The task is: Regression. Given two drug SMILES strings and cell line genomic features, predict the synergy score measuring deviation from expected non-interaction effect. (1) Drug 1: CN(CCCl)CCCl.Cl. Drug 2: C1CC(=O)NC(=O)C1N2C(=O)C3=CC=CC=C3C2=O. Cell line: K-562. Synergy scores: CSS=28.6, Synergy_ZIP=-11.9, Synergy_Bliss=-10.7, Synergy_Loewe=-8.09, Synergy_HSA=-7.36. (2) Drug 1: CN(C)C1=NC(=NC(=N1)N(C)C)N(C)C. Drug 2: CC12CCC3C(C1CCC2O)C(CC4=C3C=CC(=C4)O)CCCCCCCCCS(=O)CCCC(C(F)(F)F)(F)F. Cell line: K-562. Synergy scores: CSS=-6.46, Synergy_ZIP=0.614, Synergy_Bliss=-8.01, Synergy_Loewe=-20.3, Synergy_HSA=-12.1. (3) Drug 1: C1=C(C(=O)NC(=O)N1)N(CCCl)CCCl. Drug 2: CC1C(C(CC(O1)OC2CC(CC3=C2C(=C4C(=C3O)C(=O)C5=C(C4=O)C(=CC=C5)OC)O)(C(=O)CO)O)N)O.Cl. Cell line: ACHN. Synergy scores: CSS=74.4, Synergy_ZIP=1.31, Synergy_Bliss=1.65, Synergy_Loewe=3.61, Synergy_HSA=5.58. (4) Drug 2: C1CC(C1)(C(=O)O)C(=O)O.[NH2-].[NH2-].[Pt+2]. Drug 1: C1=NC2=C(N=C(N=C2N1C3C(C(C(O3)CO)O)O)F)N. Cell line: SNB-75. Synergy scores: CSS=7.54, Synergy_ZIP=-3.31, Synergy_Bliss=-2.76, Synergy_Loewe=-0.490, Synergy_HSA=-0.680. (5) Drug 1: CC1OCC2C(O1)C(C(C(O2)OC3C4COC(=O)C4C(C5=CC6=C(C=C35)OCO6)C7=CC(=C(C(=C7)OC)O)OC)O)O. Drug 2: C1=CC(=CC=C1CCCC(=O)O)N(CCCl)CCCl. Cell line: SK-MEL-5. Synergy scores: CSS=39.5, Synergy_ZIP=1.27, Synergy_Bliss=3.66, Synergy_Loewe=4.69, Synergy_HSA=7.18. (6) Drug 1: CC(C1=C(C=CC(=C1Cl)F)Cl)OC2=C(N=CC(=C2)C3=CN(N=C3)C4CCNCC4)N. Drug 2: COC1=C(C=C2C(=C1)N=CN=C2NC3=CC(=C(C=C3)F)Cl)OCCCN4CCOCC4. Cell line: OVCAR-4. Synergy scores: CSS=15.0, Synergy_ZIP=-5.46, Synergy_Bliss=-0.0734, Synergy_Loewe=-1.50, Synergy_HSA=-0.642. (7) Drug 1: CC1C(C(CC(O1)OC2CC(CC3=C2C(=C4C(=C3O)C(=O)C5=C(C4=O)C(=CC=C5)OC)O)(C(=O)CO)O)N)O.Cl. Drug 2: CN(CCCl)CCCl.Cl. Cell line: RXF 393. Synergy scores: CSS=17.5, Synergy_ZIP=-2.54, Synergy_Bliss=3.78, Synergy_Loewe=5.45, Synergy_HSA=5.83. (8) Drug 1: C1CCN(CC1)CCOC2=CC=C(C=C2)C(=O)C3=C(SC4=C3C=CC(=C4)O)C5=CC=C(C=C5)O. Drug 2: CC1C(C(=O)NC(C(=O)N2CCCC2C(=O)N(CC(=O)N(C(C(=O)O1)C(C)C)C)C)C(C)C)NC(=O)C3=C4C(=C(C=C3)C)OC5=C(C(=O)C(=C(C5=N4)C(=O)NC6C(OC(=O)C(N(C(=O)CN(C(=O)C7CCCN7C(=O)C(NC6=O)C(C)C)C)C)C(C)C)C)N)C. Cell line: HCT116. Synergy scores: CSS=32.9, Synergy_ZIP=6.27, Synergy_Bliss=7.99, Synergy_Loewe=-17.2, Synergy_HSA=6.08. (9) Drug 1: CC1=C2C(C(=O)C3(C(CC4C(C3C(C(C2(C)C)(CC1OC(=O)C(C(C5=CC=CC=C5)NC(=O)OC(C)(C)C)O)O)OC(=O)C6=CC=CC=C6)(CO4)OC(=O)C)OC)C)OC. Cell line: MOLT-4. Synergy scores: CSS=71.3, Synergy_ZIP=8.12, Synergy_Bliss=7.98, Synergy_Loewe=7.44, Synergy_HSA=10.00. Drug 2: CC1CCC2CC(C(=CC=CC=CC(CC(C(=O)C(C(C(=CC(C(=O)CC(OC(=O)C3CCCCN3C(=O)C(=O)C1(O2)O)C(C)CC4CCC(C(C4)OC)O)C)C)O)OC)C)C)C)OC. (10) Drug 1: C1CCN(CC1)CCOC2=CC=C(C=C2)C(=O)C3=C(SC4=C3C=CC(=C4)O)C5=CC=C(C=C5)O. Synergy scores: CSS=-1.38, Synergy_ZIP=4.30, Synergy_Bliss=2.00, Synergy_Loewe=-3.15, Synergy_HSA=-4.56. Cell line: NCI-H226. Drug 2: CCCCCOC(=O)NC1=NC(=O)N(C=C1F)C2C(C(C(O2)C)O)O.